This data is from Peptide-MHC class II binding affinity with 134,281 pairs from IEDB. The task is: Regression. Given a peptide amino acid sequence and an MHC pseudo amino acid sequence, predict their binding affinity value. This is MHC class II binding data. (1) The peptide sequence is ELPGVDPDKDVDIMV. The MHC is DRB1_0802 with pseudo-sequence DRB1_0802. The binding affinity (normalized) is 0.0580. (2) The peptide sequence is AAATRGTTVYGAFAA. The MHC is HLA-DPA10103-DPB10401 with pseudo-sequence HLA-DPA10103-DPB10401. The binding affinity (normalized) is 0.174.